This data is from Catalyst prediction with 721,799 reactions and 888 catalyst types from USPTO. The task is: Predict which catalyst facilitates the given reaction. (1) Reactant: [C:1]([C:5]1[CH:10]=[CH:9][C:8]([C:11]2[NH:19][C:14]3=[N:15][CH:16]=[CH:17][N:18]=[C:13]3[C:12]=2[CH2:20][CH2:21][CH2:22][NH2:23])=[CH:7][CH:6]=1)([CH3:4])([CH3:3])[CH3:2].[CH3:24][S:25](Cl)(=[O:27])=[O:26].C(N(CC)CC)C.O. Product: [C:1]([C:5]1[CH:10]=[CH:9][C:8]([C:11]2[NH:19][C:14]3=[N:15][CH:16]=[CH:17][N:18]=[C:13]3[C:12]=2[CH2:20][CH2:21][CH2:22][NH:23][S:25]([CH3:24])(=[O:27])=[O:26])=[CH:7][CH:6]=1)([CH3:4])([CH3:2])[CH3:3]. The catalyst class is: 54. (2) Reactant: [I:1][C:2]1[CH:9]=[CH:8][C:5]([CH2:6]Br)=[CH:4][CH:3]=1.[N:10]1([CH:15]2[CH2:20][CH2:19][NH:18][CH2:17][CH2:16]2)[CH2:14][CH2:13][CH2:12][CH2:11]1. Product: [I:1][C:2]1[CH:9]=[CH:8][C:5]([CH2:6][N:18]2[CH2:19][CH2:20][CH:15]([N:10]3[CH2:14][CH2:13][CH2:12][CH2:11]3)[CH2:16][CH2:17]2)=[CH:4][CH:3]=1. The catalyst class is: 429. (3) Reactant: [CH2:1]([O:8][C:9]1[CH:10]=[C:11]2[C:16](=[CH:17][C:18]=1[O:19][CH3:20])[C:15]([CH2:21][C:22]1[CH:27]=[CH:26][CH:25]=[C:24]([O:28][CH3:29])[CH:23]=1)=[N:14][CH:13]=[C:12]2[CH:30]=[O:31])[C:2]1[CH:7]=[CH:6][CH:5]=[CH:4][CH:3]=1.[Se](=O)=[O:33].C(OCC)(=O)C.CCCCCC. Product: [CH2:1]([O:8][C:9]1[CH:10]=[C:11]2[C:16](=[CH:17][C:18]=1[O:19][CH3:20])[C:15]([C:21](=[O:33])[C:22]1[CH:27]=[CH:26][CH:25]=[C:24]([O:28][CH3:29])[CH:23]=1)=[N:14][CH:13]=[C:12]2[CH:30]=[O:31])[C:2]1[CH:7]=[CH:6][CH:5]=[CH:4][CH:3]=1. The catalyst class is: 15. (4) Reactant: O[CH2:2][CH2:3][N:4]1[CH2:9][CH2:8][N:7]([C:10]2[CH:17]=[CH:16][C:13]([C:14]#[N:15])=[C:12]([C:18]([F:21])([F:20])[F:19])[CH:11]=2)[CH2:6][CH2:5]1.C(=O)([O-])[O-].[K+].[K+].C1(P(C2C=CC=CC=2)C2C=CC=CC=2)C=CC=CC=1.C(Br)(Br)(Br)[Br:48]. The catalyst class is: 4. Product: [Br:48][CH2:2][CH2:3][N:4]1[CH2:9][CH2:8][N:7]([C:10]2[CH:17]=[CH:16][C:13]([C:14]#[N:15])=[C:12]([C:18]([F:21])([F:20])[F:19])[CH:11]=2)[CH2:6][CH2:5]1. (5) Reactant: [CH3:1][C:2]1[C:3]([NH:15][CH:16]2[CH2:25][CH2:24][C:19]3([CH2:23][NH:22][CH2:21][CH2:20]3)[CH2:18][CH2:17]2)=[N:4][C:5]([NH:8][C:9]2[CH:10]=[N:11][N:12]([CH3:14])[CH:13]=2)=[N:6][CH:7]=1.[C:26]([CH2:28][C:29](O)=[O:30])#[N:27].CN(C(ON1N=NC2C=CC=NC1=2)=[N+](C)C)C.F[P-](F)(F)(F)(F)F.CCN(CC)CC. Product: [CH3:1][C:2]1[C:3]([NH:15][CH:16]2[CH2:25][CH2:24][C:19]3([CH2:23][N:22]([C:29](=[O:30])[CH2:28][C:26]#[N:27])[CH2:21][CH2:20]3)[CH2:18][CH2:17]2)=[N:4][C:5]([NH:8][C:9]2[CH:10]=[N:11][N:12]([CH3:14])[CH:13]=2)=[N:6][CH:7]=1. The catalyst class is: 59. (6) Reactant: [C:1]([OH:7])([C:3]([F:6])([F:5])[F:4])=[O:2].[CH3:8][C:9]1[N:10]=[N:11][N:12]([CH2:14][C:15]2[CH:20]=[C:19]([C:21]([F:24])([F:23])[F:22])[CH:18]=[CH:17][C:16]=2/[CH:25]=[CH:26]/[C:27]([N:29]2[CH2:34][CH2:33][N:32](C(OC(C)(C)C)=O)[CH2:31][CH2:30]2)=[O:28])[N:13]=1.C1(C)C=CC=CC=1. Product: [CH3:8][C:9]1[N:10]=[N:11][N:12]([CH2:14][C:15]2[CH:20]=[C:19]([C:21]([F:24])([F:23])[F:22])[CH:18]=[CH:17][C:16]=2/[CH:25]=[CH:26]/[C:27]([N:29]2[CH2:34][CH2:33][NH:32][CH2:31][CH2:30]2)=[O:28])[N:13]=1.[C:1]([OH:7])([C:3]([F:6])([F:5])[F:4])=[O:2]. The catalyst class is: 2. (7) Reactant: I[C:2]1[C:10]2[C:5](=[N:6][CH:7]=[N:8][C:9]=2[NH2:11])[NH:4][N:3]=1.[Cl:12][C:13]1[CH:18]=[CH:17][C:16]([O:19][CH3:20])=[CH:15][C:14]=1B(O)O.C(=O)([O-])[O-].[Na+].[Na+].ClCCl. Product: [Cl:12][C:13]1[CH:18]=[CH:17][C:16]([O:19][CH3:20])=[CH:15][C:14]=1[C:2]1[C:10]2[C:5](=[N:6][CH:7]=[N:8][C:9]=2[NH2:11])[NH:4][N:3]=1. The catalyst class is: 615.